From a dataset of Forward reaction prediction with 1.9M reactions from USPTO patents (1976-2016). Predict the product of the given reaction. (1) Given the reactants [Br:1][C:2]1[CH:3]=[C:4]([CH2:8][C:9]([OH:11])=[O:10])[CH:5]=[CH:6][CH:7]=1.S(Cl)(Cl)=O.[CH3:16][CH2:17]O, predict the reaction product. The product is: [Br:1][C:2]1[CH:3]=[C:4]([CH2:8][C:9]([O:11][CH2:16][CH3:17])=[O:10])[CH:5]=[CH:6][CH:7]=1. (2) Given the reactants [CH2:1]([C:8]1[C:13](I)=[CH:12][CH:11]=[C:10]([N:15]2[CH2:19][C@@H:18]([O:20][CH3:21])[C@H:17]([OH:22])[CH2:16]2)[N:9]=1)[C:2]1[CH:7]=[CH:6][CH:5]=[CH:4][CH:3]=1.CCCCCC.C([Li])CCC.[CH3:34][N:35]1[CH2:40][CH2:39][C:38](=[O:41])[CH2:37][CH2:36]1, predict the reaction product. The product is: [CH2:1]([C:8]1[C:13]([C:38]2([OH:41])[CH2:39][CH2:40][N:35]([CH3:34])[CH2:36][CH2:37]2)=[CH:12][CH:11]=[C:10]([N:15]2[CH2:19][C@@H:18]([O:20][CH3:21])[C@H:17]([OH:22])[CH2:16]2)[N:9]=1)[C:2]1[CH:7]=[CH:6][CH:5]=[CH:4][CH:3]=1. (3) Given the reactants [CH3:1][O:2][C:3]([C:5]1[C:6](=[O:22])[NH:7][C:8]([C:12]2[CH:17]=[CH:16][CH:15]=[C:14]([C:18]([F:21])([F:20])[F:19])[CH:13]=2)=[CH:9][C:10]=1[CH3:11])=[O:4].C(=O)([O-])[O-].[Cs+].[Cs+].[I-].[K+].Br[CH2:32][CH2:33][O:34][CH2:35][C:36]1[CH:41]=[CH:40][CH:39]=[CH:38][CH:37]=1, predict the reaction product. The product is: [CH3:1][O:2][C:3](=[O:4])[C:5]1[C:10]([CH3:11])=[CH:9][C:8]([C:12]2[CH:17]=[CH:16][CH:15]=[C:14]([C:18]([F:21])([F:19])[F:20])[CH:13]=2)=[N:7][C:6]=1[O:22][CH2:32][CH2:33][O:34][CH2:35][C:36]1[CH:41]=[CH:40][CH:39]=[CH:38][CH:37]=1. (4) Given the reactants [C:1]([CH2:4][C:5]1[C:13]2[C:8](=[CH:9][CH:10]=[CH:11][CH:12]=2)[N:7]([CH2:14][C:15]2[C:24]3[C:19](=[CH:20][CH:21]=[C:22]([F:25])[CH:23]=3)[CH:18]=[CH:17][CH:16]=2)[C:6]=1[C:26]([OH:28])=[O:27])(O)=[O:2].FC1C=C2C(C=CC=C2[CH2:40][N:41]2C3C(=CC=CC=3)C3CC(=O)OC(=O)[C:42]2=3)=CC=1.CNC, predict the reaction product. The product is: [CH3:40][N:41]([CH3:42])[C:1]([CH2:4][C:5]1[C:13]2[C:8](=[CH:9][CH:10]=[CH:11][CH:12]=2)[N:7]([CH2:14][C:15]2[C:24]3[C:19](=[CH:20][CH:21]=[C:22]([F:25])[CH:23]=3)[CH:18]=[CH:17][CH:16]=2)[C:6]=1[C:26]([OH:28])=[O:27])=[O:2]. (5) Given the reactants [CH3:1][Mg]Cl.[F:4][C:5]1[C:10]([C:11]2[CH2:16][CH2:15][CH2:14][C:13](=[O:17])[CH:12]=2)=[CH:9][CH:8]=[CH:7][N:6]=1, predict the reaction product. The product is: [F:4][C:5]1[C:10]([C:11]2[CH2:16][CH2:15][CH2:14][C:13]([CH3:1])([OH:17])[CH:12]=2)=[CH:9][CH:8]=[CH:7][N:6]=1.